Dataset: NCI-60 drug combinations with 297,098 pairs across 59 cell lines. Task: Regression. Given two drug SMILES strings and cell line genomic features, predict the synergy score measuring deviation from expected non-interaction effect. (1) Drug 1: CCC1(CC2CC(C3=C(CCN(C2)C1)C4=CC=CC=C4N3)(C5=C(C=C6C(=C5)C78CCN9C7C(C=CC9)(C(C(C8N6C=O)(C(=O)OC)O)OC(=O)C)CC)OC)C(=O)OC)O.OS(=O)(=O)O. Drug 2: C1C(C(OC1N2C=NC3=C2NC=NCC3O)CO)O. Cell line: HOP-92. Synergy scores: CSS=6.49, Synergy_ZIP=-2.02, Synergy_Bliss=1.76, Synergy_Loewe=-6.35, Synergy_HSA=-0.0915. (2) Synergy scores: CSS=15.8, Synergy_ZIP=-2.31, Synergy_Bliss=1.16, Synergy_Loewe=-3.83, Synergy_HSA=-4.24. Drug 2: C1CC(C1)(C(=O)O)C(=O)O.[NH2-].[NH2-].[Pt+2]. Drug 1: C1CCN(CC1)CCOC2=CC=C(C=C2)C(=O)C3=C(SC4=C3C=CC(=C4)O)C5=CC=C(C=C5)O. Cell line: NCI-H226.